This data is from Forward reaction prediction with 1.9M reactions from USPTO patents (1976-2016). The task is: Predict the product of the given reaction. The product is: [Br:13][C:14]1[CH:19]=[CH:18][C:17]([NH:20][C:21]([NH:1][N:2]2[C:6](=[O:7])[C:5]([CH2:10][CH3:11])([CH2:8][CH3:9])[NH:4][C:3]2=[O:12])=[O:22])=[CH:16][CH:15]=1. Given the reactants [NH2:1][N:2]1[C:6](=[O:7])[C:5]([CH2:10][CH3:11])([CH2:8][CH3:9])[NH:4][C:3]1=[O:12].[Br:13][C:14]1[CH:19]=[CH:18][C:17]([N:20]=[C:21]=[O:22])=[CH:16][CH:15]=1, predict the reaction product.